From a dataset of KCNQ2 potassium channel screen with 302,405 compounds. Binary Classification. Given a drug SMILES string, predict its activity (active/inactive) in a high-throughput screening assay against a specified biological target. (1) The molecule is S(CC(=O)N1CCCCC1)c1nc(nc2n(c(=O)n(c(=O)c12)C)C)CCCC. The result is 1 (active). (2) The drug is Fc1cc(NC2CCCN(C2)C(=O)c2c(c([nH]c2C)C(=O)C)C)ccc1. The result is 0 (inactive). (3) The molecule is S(c1n(c(nn1)C1CC1)CC1OCCC1)CC(=O)Nc1cc(cc(c1)C)C. The result is 0 (inactive). (4) The drug is O1CCN(CC1)CC#CCC(O)(c1ccccc1)c1ccccc1. The result is 0 (inactive). (5) The molecule is FC(F)(F)c1cc(Nc2ncnc3c2cccc3)ccc1. The result is 0 (inactive). (6) The compound is s1c=2n(C(=N)/C(=C\c3cc(OCC)c(OCCCOc4c(cccc4)C)cc3)C(=O)N2)cc1. The result is 0 (inactive). (7) The compound is FC(F)(F)C(Nc1ncccn1)(NC(OCC)=O)C(F)(F)F. The result is 0 (inactive). (8) The compound is s1c(c(cc1)C)C(=O)N\N=C\c1c(cccc1)C. The result is 0 (inactive). (9) The molecule is s1c(/C=C\C(=O)N(CC(=O)Nc2c(OC)cccc2)CC)ccc1. The result is 0 (inactive).